From a dataset of Peptide-MHC class I binding affinity with 185,985 pairs from IEDB/IMGT. Regression. Given a peptide amino acid sequence and an MHC pseudo amino acid sequence, predict their binding affinity value. This is MHC class I binding data. (1) The peptide sequence is TTAKEVALLR. The MHC is HLA-A68:01 with pseudo-sequence HLA-A68:01. The binding affinity (normalized) is 0.603. (2) The peptide sequence is MQQSGDEAF. The MHC is HLA-B08:01 with pseudo-sequence HLA-B08:01. The binding affinity (normalized) is 0.0847. (3) The peptide sequence is YLVAKQATV. The MHC is HLA-A02:06 with pseudo-sequence HLA-A02:06. The binding affinity (normalized) is 0.710. (4) The peptide sequence is YYSNKAYQY. The MHC is HLA-C07:02 with pseudo-sequence HLA-C07:02. The binding affinity (normalized) is 0.536. (5) The peptide sequence is QLKQRDALF. The MHC is HLA-B08:03 with pseudo-sequence HLA-B08:03. The binding affinity (normalized) is 0.525. (6) The peptide sequence is YMRERLSDF. The MHC is BoLA-AW10 with pseudo-sequence YSEMYRERAGNFFVSNLYLWSMFYSMAEQNYRWY. The binding affinity (normalized) is 0.0641. (7) The peptide sequence is QLVFNSISAR. The MHC is HLA-A03:01 with pseudo-sequence HLA-A03:01. The binding affinity (normalized) is 0.472.